The task is: Binary Classification. Given a miRNA mature sequence and a target amino acid sequence, predict their likelihood of interaction.. This data is from Experimentally validated miRNA-target interactions with 360,000+ pairs, plus equal number of negative samples. (1) The miRNA is mmu-miR-489-3p with sequence AAUGACACCACAUAUAUGGCAGC. The protein sequence of the target gene is MLEGKMADINFKEVTLIVSVVAACYWNSLFCGFVFDDVSAILDNKDLHPSTPLKTLFQNDFWGTPMSEERSHKSYRPLTVLTFRLNYLLSELKPMSYHLLNTVFHAVVSVIFLKVCRLFLDKRSSMIAALLFAVHPIHTEAVTGVVGRAELLSSVFFLAAFLSYTKSKGPDNSIVWTPIVLTVFLVAVATLCKEQGITVVGICCVYEVFVAQGYTLPMLCTVAGQFLRGKGSIPLSMLQTLVKLIVLMLSTLLLVVVRVQVIQSQLPVFTRFDNPAAVSPTPTRQLTFNYLLPVNAWLLL.... Result: 0 (no interaction). (2) The miRNA is hsa-miR-6781-3p with sequence UGCCUCUUUUCCACGGCCUCAG. The protein sequence of the target gene is MYYKFSGFTQKLAGAWASEAYSPQGLKPVVSTEAPPIIFATPTKLTSDSTVYDYAGKNKVPELQKFFQKADGVPVYLKRGLPDQMLYRTTMALTVGGTIYCLIALYMASQPKNK. Result: 0 (no interaction). (3) The miRNA is hsa-miR-3675-5p with sequence UAUGGGGCUUCUGUAGAGAUUUC. The protein sequence of the target gene is MSTKKSPEELKRIFEKYAAKEGDPDQLSKDELKLLIQAEFPSLLKGPNTLDDLFQELDKNGDGEVSFEEFQVLVKKISQ. Result: 0 (no interaction). (4) The miRNA is gga-let-7a-5p with sequence UGAGGUAGUAGGUUGUAUAGUU. The protein sequence of the target gene is MAPTLLQKLFNKRGGGAASAQARPPKEEPAFSWSCSEFGLSDIRLLVYQDCERRGRQVMFDSRAVQKMEEAAAQKAEDVPIKMSARCCQESSSSSGSSSSGSSSSHGFGGSLQHAKQQLPKYQYTRPASDVSMLGEMMFGSVAMSYKGSTLKIHYIRSPPQLMISKVFSATMGSFCGSTNNLQDSFEYINQDPQAGKLNTNQYNLGPFRTGSNLAHSTPVDMPSRGQNEDRDSGIARSASLSSLLITPFPSPSSSTSSSSSYQRRWLRSQTTSLENGIFPRRSTDETFSLAEETCSSNPA.... Result: 0 (no interaction). (5) The miRNA is hsa-miR-5088-3p with sequence UCCCUUCUUCCUGGGCCCUCA. The protein sequence of the target gene is MAQENAAFSPGQEEPPRRRGRQRYVEKDGRCNVQQGNVRETYRYLTDLFTTLVDLQWRLSLLFFVLAYALTWLFFGAIWWLIAYGRGDLEHLEDTAWTPCVNNLNGFVAAFLFSIETETTIGYGHRVITDQCPEGIVLLLLQAILGSMVNAFMVGCMFVKISQPNKRAATLVFSSHAVVSLRDGRLCLMFRVGDLRSSHIVEASIRAKLIRSRQTLEGEFIPLHQTDLSVGFDTGDDRLFLVSPLVISHEIDAASPFWEASRRALERDDFEIVVILEGMVEATGMTCQARSSYLVDEVLW.... Result: 1 (interaction). (6) The miRNA is hsa-miR-561-3p with sequence CAAAGUUUAAGAUCCUUGAAGU. The protein sequence of the target gene is MSSLYYANALFSKYPAASSVFAPGAFPEQTSCAFASNPQRPGYGAGPGAPFSASVQGLYSGGGAMAGQSAAGVYAAGYGLEPSSFNMHCAPFEQNLSGVCPGDPAKAAGAKEQRDSDLAAESNFRIYPWMRSSGPDRKRGRQTYTRYQTLELEKEFHYNRYLTRRRRIEIAHTLCLTERQIKIWFQNRRMKWKKENKTSGPGTTGQDKAEAEEEEEE. Result: 0 (no interaction).